This data is from hERG Central: cardiac toxicity at 1µM, 10µM, and general inhibition. The task is: Predict hERG channel inhibition at various concentrations. (1) The drug is CCC(=O)N1CCN(c2ccccc2NC(=O)c2cccs2)CC1. Results: hERG_inhib (hERG inhibition (general)): blocker. (2) The drug is Cc1c(C(C)NC(=O)c2cc(COc3cccc4cnccc34)on2)cnn1C. Results: hERG_inhib (hERG inhibition (general)): blocker. (3) The compound is CC1CCCN(CCOc2ccc(Br)cc2)C1. Results: hERG_inhib (hERG inhibition (general)): blocker. (4) The compound is CCCn1c2ccc(F)cc2c2nnc(SCCN3CCCCC3)nc21. Results: hERG_inhib (hERG inhibition (general)): blocker.